From a dataset of Drug-target binding data from BindingDB using Ki measurements. Regression. Given a target protein amino acid sequence and a drug SMILES string, predict the binding affinity score between them. We predict pKi (pKi = -log10(Ki in M); higher means stronger inhibition). Dataset: bindingdb_ki. (1) The target protein (Q01338) has sequence MGSLQPDAGNSSWNGTEAPGGGTRATPYSLQVTLTLVCLAGLLMLFTVFGNVLVIIAVFTSRALKAPQNLFLVSLASADILVATLVIPFSLANEVMGYWYFGKVWCEIYLALDVLFCTSSIVHLCAISLDRYWSITQAIEYNLKRTPRRIKAIIVTVWVISAVISFPPLISIEKKGAGGGQQPAEPSCKINDQKWYVISSSIGSFFAPCLIMILVYVRIYQIAKRRTRVPPSRRGPDACSAPPGGADRRPNGLGPERGAGPTGAEAEPLPTQLNGAPGEPAPAGPRDGDALDLEESSSSEHAERPPGPRRPDRGPRAKGKTRASQVKPGDSLPRRGPGAAGPGASGSGHGEERGGGAKASRWRGRQNREKRFTFVLAVVIGVFVVCWFPFFFTYTLIAVGCPVPSQLFNFFFWFGYCNSSLNPVIYTIFNHDFRRAFKKILCRGDRKRIV. The small molecule is COC1(C2=NCCN2)COc2ccccc2O1. The pKi is 9.1. (2) The pKi is 8.2. The target is MLLARMKPQVQPELGGADQ. The compound is CNCCC(Oc1ccccc1OC)c1ccccc1. (3) The compound is CN1CCN(C2=c3ccccc3=Nc3ccc(Cl)cc3N2)CC1. The target protein (P62813) has sequence MKKSRGLSDYLWAWTLILSTLSGRSYGQPSQDELKDNTTVFTRILDRLLDGYDNRLRPGLGERVTEVKTDIFVTSFGPVSDHDMEYTIDVFFRQSWKDERLKFKGPMTVLRLNNLMASKIWTPDTFFHNGKKSVAHNMTMPNKLLRITEDGTLLYTMRLTVRAECPMHLEDFPMDAHACPLKFGSYAYTRAEVVYEWTREPARSVVVAEDGSRLNQYDLLGQTVDSGIVQSSTGEYVVMTTHFHLKRKIGYFVIQTYLPCIMTVILSQVSFWLNRESVPARTVFGVTTVLTMTTLSISARNSLPKVAYATAMDWFIAVCYAFVFSALIEFATVNYFTKRGYAWDGKSVVPEKPKKVKDPLIKKNNTYAPTATSYTPNLARGDPGLATIAKSATIEPKEVKPETKPPEPKKTFNSVSKIDRLSRIAFPLLFGIFNLVYWATYLNREPQLKAPTPHQ. The pKi is 5.0. (4) The small molecule is CCOc1ccc(C(=O)Nc2ccc(C3CCCNC3)cc2)nc1. The target protein (Q923Y9) has sequence MHLCHNSANISHTNSNWSRDVRASLYSLISLIILTTLVGNLIVIISISHFKQLHTPTNWLLHSMAVVDFLLGCLVMPYSMVRTVEHCWYFGELFCKLHTSTDIMLSSASILHLAFISIDRYYAVCDPLRYKAKINLAAIFVMILISWSLPAVFAFGMIFLELNLEGVEELYHNQVFCLRGCFPFFSKVSGVLAFMTSFYIPGSVMLFVYYRIYFIAKGQARSINRANLQVGLEGESRAPQSKETKAAKTLGIMVGVFLLCWCPFFFCMVLDPFLGYVIPPTLNDTLNWFGYLNSAFNPMVYAFFYPWFRRALKMVLFGKIFQKDSSRSKLFL. The pKi is 8.6. (5) The small molecule is C[C@H]1C[C@H](C)C(=O)[C@H]([C@H](O)CC2CC(=O)NC(=O)C2)C1. The target protein (Q9Y237) has sequence MPPKGKSGSGKAGKGGAASGSDSADKKAQGPKGGGNAVKVRHILCEKHGKIMEAMEKLKSGMRFNEVAAQYSEDKARQGGDLGWMTRGSMVGPFQEAAFALPVSGMDKPVFTDPPVKTKFGYHIIMVEGRK. The pKi is 3.7. (6) The drug is Cn1cc(-c2cc(NS(C)(=O)=O)cc(F)c2Oc2ccccc2)c2cc[nH]c2c1=O. The target protein sequence is KRQTNQLQYLLRVVLKTLWKHQFAWPFQQPVDAVKLNLPDYYKIIKTPMDMGTIKKRLENNYYWNAQECIQDFNTMFTNCYIYNKPGDDIVLMAEALEKLFLQKINELPTEE. The pKi is 8.6.